Dataset: Forward reaction prediction with 1.9M reactions from USPTO patents (1976-2016). Task: Predict the product of the given reaction. (1) Given the reactants C(O)(C(F)(F)F)=O.[CH3:8][S:9][CH2:10][C:11]1[CH:12]=[C:13]([NH:21]C(=O)OC(C)(C)C)[CH:14]=[C:15]([C:17]([F:20])([F:19])[F:18])[CH:16]=1, predict the reaction product. The product is: [CH3:8][S:9][CH2:10][C:11]1[CH:12]=[C:13]([CH:14]=[C:15]([C:17]([F:18])([F:19])[F:20])[CH:16]=1)[NH2:21]. (2) Given the reactants [O:1]1[CH2:5][CH2:4][O:3][CH:2]1[C:6]1[CH:11]=[CH:10][N:9]=[CH:8][C:7]=1[N+:12]([O-])=O, predict the reaction product. The product is: [O:1]1[CH2:5][CH2:4][O:3][CH:2]1[C:6]1[CH:11]=[CH:10][N:9]=[CH:8][C:7]=1[NH2:12]. (3) Given the reactants [NH2:1][C:2]1[N:6]=[N:5][N:4]([S:7][CH2:8][C:9]2[CH:14]=[CH:13][CH:12]=[CH:11][CH:10]=2)[CH:3]=1.[OH-].[Na+].[N+]([O-])([O-])=O.[Ag+:21], predict the reaction product. The product is: [Ag:21].[NH2:1][C:2]1[N:6]=[N:5][N:4]([S:7][CH2:8][C:9]2[CH:10]=[CH:11][CH:12]=[CH:13][CH:14]=2)[CH:3]=1. (4) Given the reactants Cl[C:2]1[N:7]=[CH:6][C:5]([C:8]([OH:10])=[O:9])=[CH:4][CH:3]=1.[CH:11]1([OH:17])[CH2:16][CH2:15][CH2:14][CH2:13][CH2:12]1.[H-].[Na+], predict the reaction product. The product is: [CH:11]1([O:17][C:2]2[N:7]=[CH:6][C:5]([C:8]([OH:10])=[O:9])=[CH:4][CH:3]=2)[CH2:16][CH2:15][CH2:14][CH2:13][CH2:12]1. (5) Given the reactants C[O:2][C:3](=[O:15])[C@@H:4]([OH:14])[C@@H:5]([CH2:10][CH2:11][CH2:12][CH3:13])[C:6]([O:8]C)=[O:7].[OH-].[Na+].Cl, predict the reaction product. The product is: [CH2:10]([C@@H:5]([C:6]([OH:8])=[O:7])[C@H:4]([OH:14])[C:3]([OH:15])=[O:2])[CH2:11][CH2:12][CH3:13]. (6) Given the reactants [Cl:1][C:2]1[CH:7]=[C:6]([C:8]([F:11])([F:10])[F:9])[CH:5]=[C:4]([Cl:12])[C:3]=1[N:13]1[S:18](=[O:20])(=[O:19])[N:17](C(OC)=O)[CH2:16][CH:15]([CH3:25])[CH2:14]1.[OH-].[Na+], predict the reaction product. The product is: [Cl:12][C:4]1[CH:5]=[C:6]([C:8]([F:11])([F:9])[F:10])[CH:7]=[C:2]([Cl:1])[C:3]=1[N:13]1[CH2:14][CH:15]([CH3:25])[CH2:16][NH:17][S:18]1(=[O:19])=[O:20]. (7) Given the reactants [CH3:1][O:2][C:3](=[O:27])[CH:4]([CH2:25]O)[NH:5][C:6]([CH:8]1[CH2:13][CH2:12][N:11]([C:14](=[O:24])[CH2:15][C:16]2[CH:21]=[C:20]([CH3:22])[CH:19]=[CH:18][C:17]=2[CH3:23])[CH2:10][CH2:9]1)=[O:7].C1(P(C2C=CC=CC=2)C2C=CC=CC=2)C=CC=CC=1.C(N(CC)C(C)C)(C)C.C(Cl)(Cl)(Cl)Cl.C(=O)(O)[O-].[Na+], predict the reaction product. The product is: [CH3:23][C:17]1[CH:18]=[CH:19][C:20]([CH3:22])=[CH:21][C:16]=1[CH2:15][C:14]([N:11]1[CH2:10][CH2:9][CH:8]([C:6]2[O:7][CH2:25][CH:4]([C:3]([O:2][CH3:1])=[O:27])[N:5]=2)[CH2:13][CH2:12]1)=[O:24]. (8) Given the reactants [NH2:1][C:2]1[CH:3]=[CH:4][C:5]([CH3:26])=[C:6]([C:8]([C:10]2[CH:15]=[CH:14][C:13]([NH:16][C:17]3[CH:22]=[CH:21][C:20]([F:23])=[CH:19][C:18]=3[F:24])=[CH:12][C:11]=2[Cl:25])=[O:9])[CH:7]=1.[CH2:27]([S:29](Cl)(=[O:31])=[O:30])[CH3:28], predict the reaction product. The product is: [Cl:25][C:11]1[CH:12]=[C:13]([NH:16][C:17]2[CH:22]=[CH:21][C:20]([F:23])=[CH:19][C:18]=2[F:24])[CH:14]=[CH:15][C:10]=1[C:8]([C:6]1[CH:7]=[C:2]([NH:1][S:29]([CH2:27][CH3:28])(=[O:31])=[O:30])[CH:3]=[CH:4][C:5]=1[CH3:26])=[O:9]. (9) Given the reactants [NH2:1][C:2]1[CH:11]=[CH:10][CH:9]=[C:8]2[C:3]=1[CH:4]=[CH:5][N:6]([C@H:13]([CH:17]([CH3:19])[CH3:18])[C:14]([NH2:16])=[O:15])[C:7]2=[O:12].[Cl:20][C:21]1[CH:26]=[CH:25][C:24]([C@@H:27]([CH3:31])[C:28](O)=[O:29])=[CH:23][CH:22]=1.C(N(CC)C(C)C)(C)C.CN(C)C=O, predict the reaction product. The product is: [Cl:20][C:21]1[CH:22]=[CH:23][C:24]([C@@H:27]([CH3:31])[C:28]([NH:1][C:2]2[CH:11]=[CH:10][CH:9]=[C:8]3[C:3]=2[CH:4]=[CH:5][N:6]([C@H:13]([CH:17]([CH3:19])[CH3:18])[C:14]([NH2:16])=[O:15])[C:7]3=[O:12])=[O:29])=[CH:25][CH:26]=1. (10) Given the reactants C(=O)([O-])[O-].[K+].[K+].Br[CH:8]([CH3:10])[CH3:9].[CH3:11][O:12][C:13](=[O:22])[C:14]1[CH:19]=[C:18]([OH:20])[CH:17]=[C:16]([OH:21])[CH:15]=1.O, predict the reaction product. The product is: [CH3:11][O:12][C:13](=[O:22])[C:14]1[CH:15]=[C:16]([OH:21])[CH:17]=[C:18]([O:20][CH:8]([CH3:10])[CH3:9])[CH:19]=1.